From a dataset of Full USPTO retrosynthesis dataset with 1.9M reactions from patents (1976-2016). Predict the reactants needed to synthesize the given product. (1) Given the product [Cl:1][C:2]1[CH:3]=[CH:4][C:5]2[C:6]3[C:11]([C@H:12]([CH3:25])[N:13]([C:16]([C:18]4[CH:19]=[CH:20][C:21]([OH:24])=[CH:22][CH:23]=4)=[O:17])[C:14]=2[CH:15]=1)=[CH:10][CH:9]=[CH:8][CH:7]=3, predict the reactants needed to synthesize it. The reactants are: [Cl:1][C:2]1[CH:3]=[CH:4][C:5]2[C:6]3[C:11]([CH:12]([CH3:25])[N:13]([C:16]([C:18]4[CH:23]=[CH:22][C:21]([OH:24])=[CH:20][CH:19]=4)=[O:17])[C:14]=2[CH:15]=1)=[CH:10][CH:9]=[CH:8][CH:7]=3. (2) Given the product [F:13][C:14]([F:27])([F:26])[S:15]([O:12][C:2]1[CH:3]=[CH:4][C:5]2[C:6](=[O:11])[CH2:7][CH2:8][CH2:9][C:10]=2[N:1]=1)(=[O:17])=[O:16], predict the reactants needed to synthesize it. The reactants are: [NH:1]1[C:10]2[CH2:9][CH2:8][CH2:7][C:6](=[O:11])[C:5]=2[CH:4]=[CH:3][C:2]1=[O:12].[F:13][C:14]([F:27])([F:26])[S:15](O[S:15]([C:14]([F:27])([F:26])[F:13])(=[O:17])=[O:16])(=[O:17])=[O:16]. (3) Given the product [C:1]([O:5][C:6]([N:8]1[C@@H:13]([C@@H:14]([OH:47])[C@@H:15]([NH2:32])[CH2:16][C:17]2[CH:18]=[C:19]([OH:24])[CH:20]=[C:21]([F:23])[CH:22]=2)[CH2:12][O:11][C@@H:10]([O:55][CH2:56][C:57]([F:60])([F:58])[F:59])[C@@H:9]1[CH3:61])=[O:7])([CH3:4])([CH3:2])[CH3:3], predict the reactants needed to synthesize it. The reactants are: [C:1]([O:5][C:6]([N:8]1[C@@H:13]([C@@H:14]([O:47]CC2C=CC=CC=2)[C@@H:15]([N:32](CC2C=CC=CC=2)CC2C=CC=CC=2)[CH2:16][C:17]2[CH:22]=[C:21]([F:23])[CH:20]=[C:19]([O:24]CC3C=CC=CC=3)[CH:18]=2)[CH2:12][O:11][C@@H:10]([O:55][CH2:56][C:57]([F:60])([F:59])[F:58])[C@@H:9]1[CH3:61])=[O:7])([CH3:4])([CH3:3])[CH3:2].[H][H]. (4) Given the product [CH3:1][C:2]1[C:21]([CH3:22])=[CH:20][C:5]2[N:6]([CH:9]([CH2:15][C:16]([F:19])([F:18])[F:17])[C:10]([OH:12])=[O:11])[CH:7]=[N:8][C:4]=2[CH:3]=1, predict the reactants needed to synthesize it. The reactants are: [CH3:1][C:2]1[C:21]([CH3:22])=[CH:20][C:5]2[N:6]([CH:9]([CH2:15][C:16]([F:19])([F:18])[F:17])[C:10]([O:12]CC)=[O:11])[CH:7]=[N:8][C:4]=2[CH:3]=1.CC(C)C(N1C=CC(C(F)(F)F)=N1)C(OCC)=O. (5) Given the product [Cl:1][C:2]1[CH:3]=[C:4]2[C:9](=[CH:10][C:11]=1[NH2:12])[O:8][CH:7]([C:16]1[C:21]([F:22])=[CH:20][CH:19]=[CH:18][N:17]=1)[CH2:6][CH2:5]2, predict the reactants needed to synthesize it. The reactants are: [Cl:1][C:2]1[CH:3]=[C:4]2[C:9](=[CH:10][C:11]=1[NH:12]C(=O)C)[O:8][CH:7]([C:16]1[C:21]([F:22])=[CH:20][CH:19]=[CH:18][N:17]=1)[CH2:6][CH2:5]2.Cl. (6) Given the product [O:10]=[C:11]1[C:19]2([CH2:23][O:22][C:21]3[CH:24]=[C:25]4[C:29](=[CH:30][C:20]2=3)[CH2:28][CH2:27][O:26]4)[C:18]2[C:13](=[CH:14][CH:15]=[CH:16][CH:17]=2)[N:12]1[CH2:31][C:32]1[CH:40]=[CH:39][C:35]([C:36]([NH2:9])=[O:38])=[CH:34][CH:33]=1, predict the reactants needed to synthesize it. The reactants are: N.C1(C[NH2:9])CCCCC1.[O:10]=[C:11]1[C:19]2([CH2:23][O:22][C:21]3[CH:24]=[C:25]4[C:29](=[CH:30][C:20]2=3)[CH2:28][CH2:27][O:26]4)[C:18]2[C:13](=[CH:14][CH:15]=[CH:16][CH:17]=2)[N:12]1[CH2:31][C:32]1[CH:40]=[CH:39][C:35]([C:36]([OH:38])=O)=[CH:34][CH:33]=1.O=C1C2(COC3C=C4C(=CC2=3)CCO4)C2C(=CC=CC=2)N1CC1C=C(C=CC=1)C(O)=O. (7) Given the product [C:6]([Si:10]([O:17][CH2:16][C:15]([CH3:21])([CH3:14])[CH2:18][C:19]#[CH:20])([CH3:13])[CH3:12])([CH3:9])([CH3:8])[CH3:7], predict the reactants needed to synthesize it. The reactants are: N1C=CN=C1.[C:6]([Si:10]([CH3:13])([CH3:12])Cl)([CH3:9])([CH3:8])[CH3:7].[CH3:14][C:15]([CH3:21])([CH2:18][C:19]#[CH:20])[CH2:16][OH:17].